Predict the reactants needed to synthesize the given product. From a dataset of Full USPTO retrosynthesis dataset with 1.9M reactions from patents (1976-2016). (1) Given the product [Cl:1][C:2]1[CH:21]=[CH:20][C:19]([CH2:30][CH2:25][CH:23]=[O:24])=[CH:18][C:3]=1[C:4]([NH:6][CH2:7][C:8]12[CH2:17][CH:12]3[CH2:13][CH:14]([CH2:16][CH:10]([CH2:11]3)[CH2:9]1)[CH2:15]2)=[O:5], predict the reactants needed to synthesize it. The reactants are: [Cl:1][C:2]1[CH:21]=[CH:20][C:19](I)=[CH:18][C:3]=1[C:4]([NH:6][CH2:7][C:8]12[CH2:17][CH:12]3[CH2:13][CH:14]([CH2:16][CH:10]([CH2:11]3)[CH2:9]1)[CH2:15]2)=[O:5].[C:23](O)([C:25](F)(F)F)=[O:24].[CH3:30]C#N. (2) Given the product [CH3:5][O:4][C:2](=[O:3])[NH:6][CH2:7][C@@H:8]1[O:12][C:11](=[O:13])[N:10]([C:14]2[CH:15]=[C:16]3[C:20](=[CH:21][CH:22]=2)[N:19]([CH2:23][CH2:24][CH3:25])[C:18](=[O:26])[CH2:17]3)[CH2:9]1, predict the reactants needed to synthesize it. The reactants are: Cl[C:2]([O:4][CH3:5])=[O:3].[NH2:6][CH2:7][C@H:8]1[O:12][C:11](=[O:13])[N:10]([C:14]2[CH:15]=[C:16]3[C:20](=[CH:21][CH:22]=2)[N:19]([CH2:23][CH2:24][CH3:25])[C:18](=[O:26])[CH2:17]3)[CH2:9]1.C(N(C(C)C)CC)(C)C. (3) Given the product [Cl:1][C:2]1[CH:10]=[C:9]2[C:5]([C:6]([C:11]3[N:12]=[C:13]4[C:19]([C:20]([OH:33])=[O:21])=[CH:18][N:17]([CH2:22][O:23][CH2:24][CH2:25][Si:26]([CH3:27])([CH3:29])[CH3:28])[C:14]4=[N:15][CH:16]=3)=[N:7][NH:8]2)=[C:4]([F:30])[CH:3]=1, predict the reactants needed to synthesize it. The reactants are: [Cl:1][C:2]1[CH:10]=[C:9]2[C:5]([C:6]([C:11]3[N:12]=[C:13]4[C:19]([CH:20]=[O:21])=[CH:18][N:17]([CH2:22][O:23][CH2:24][CH2:25][Si:26]([CH3:29])([CH3:28])[CH3:27])[C:14]4=[N:15][CH:16]=3)=[N:7][NH:8]2)=[C:4]([F:30])[CH:3]=1.S(=O)(=O)([OH:33])N.Cl([O-])=O.[Na+].OP([O-])(O)=O.[K+]. (4) Given the product [F:1][C:2]([F:11])([F:12])[O:3][C:4]1[CH:5]=[C:6]([NH:7][CH2:14][C:15]#[N:16])[CH:8]=[CH:9][CH:10]=1, predict the reactants needed to synthesize it. The reactants are: [F:1][C:2]([F:12])([F:11])[O:3][C:4]1[CH:5]=[C:6]([CH:8]=[CH:9][CH:10]=1)[NH2:7].Br[CH2:14][C:15]#[N:16].[I-].[Na+].C(=O)([O-])[O-].[Na+].[Na+]. (5) Given the product [C:2]([C:7]1[N:8]=[C:9]([CH2:12][N:13]2[CH:17]=[CH:16][C:15]([NH:18][C:29](=[O:30])/[CH:28]=[CH:27]/[C:21]3[CH:22]=[CH:23][C:24]([F:26])=[CH:25][C:20]=3[Cl:19])=[N:14]2)[S:10][CH:11]=1)(=[O:6])[CH3:1], predict the reactants needed to synthesize it. The reactants are: [CH3:1][C:2]1([C:7]2[N:8]=[C:9]([CH2:12][N:13]3[CH:17]=[CH:16][C:15]([NH2:18])=[N:14]3)[S:10][CH:11]=2)[O:6]CCO1.[Cl:19][C:20]1[CH:25]=[C:24]([F:26])[CH:23]=[CH:22][C:21]=1/[CH:27]=[CH:28]/[C:29](O)=[O:30]. (6) Given the product [Cl:8][C:5]1[CH:6]=[CH:7][C:2]([CH:15]([C:16]2[CH:21]=[CH:20][CH:19]=[CH:18][CH:17]=2)[OH:22])=[C:3]([CH3:9])[CH:4]=1, predict the reactants needed to synthesize it. The reactants are: Br[C:2]1[CH:7]=[CH:6][C:5]([Cl:8])=[CH:4][C:3]=1[CH3:9].[Li]CCCC.[CH:15](=[O:22])[C:16]1[CH:21]=[CH:20][CH:19]=[CH:18][CH:17]=1.[NH4+].[Cl-].